This data is from Reaction yield outcomes from USPTO patents with 853,638 reactions. The task is: Predict the reaction yield, written as a fraction of the theoretical maximum amount of product (1.0 means a 100% yield; for example, 0.34 means a 34% yield). The reactants are [C:1]([C:3]1[CH:8]=[CH:7][CH:6]=[CH:5][C:4]=1[C:9]1[CH:14]=[CH:13][C:12]([CH2:15][CH:16]([C:22](=O)[CH2:23][CH2:24][CH3:25])[C:17](OCC)=[O:18])=[CH:11][CH:10]=1)#[N:2].[O:27]1[CH2:32][CH2:31][CH2:30][CH:29]([NH:33][C:34]2[NH:38][CH:37]=[N:36][N:35]=2)[CH2:28]1. The product is [O:18]=[C:17]1[C:16]([CH2:15][C:12]2[CH:13]=[CH:14][C:9]([C:4]3[C:3]([C:1]#[N:2])=[CH:8][CH:7]=[CH:6][CH:5]=3)=[CH:10][CH:11]=2)=[C:22]([CH2:23][CH2:24][CH3:25])[N:35]2[N:36]=[CH:37][N:38]=[C:34]2[N:33]1[CH:29]1[CH2:30][CH2:31][CH2:32][O:27][CH2:28]1. No catalyst specified. The yield is 0.630.